This data is from Reaction yield outcomes from USPTO patents with 853,638 reactions. The task is: Predict the reaction yield, written as a fraction of the theoretical maximum amount of product (1.0 means a 100% yield; for example, 0.34 means a 34% yield). (1) The reactants are [CH2:1]([N:5]([CH2:14][CH2:15][CH2:16][CH3:17])[C:6]([C:8]1[CH:12]=[C:11]([CH3:13])[NH:10][N:9]=1)=[O:7])[CH2:2][CH2:3][CH3:4].I[C:19]1[CH:27]=[C:26]([O:28][CH3:29])[CH:25]=[CH:24][C:20]=1[C:21]([OH:23])=[O:22].C(=O)([O-])[O-].[Cs+].[Cs+].CO.C(Cl)Cl. The catalyst is O1CCOCC1.C(OCC)(=O)C.[Cu](I)I. The product is [CH2:1]([N:5]([CH2:14][CH2:15][CH2:16][CH3:17])[C:6]([C:8]1[CH:12]=[C:11]([CH3:13])[N:10]([C:19]2[CH:27]=[C:26]([O:28][CH3:29])[CH:25]=[CH:24][C:20]=2[C:21]([OH:23])=[O:22])[N:9]=1)=[O:7])[CH2:2][CH2:3][CH3:4]. The yield is 0.310. (2) The reactants are [CH2:1]([O:3][C:4]1[CH:13]=[C:12]2[C:7]([CH:8]=[CH:9][CH:10]=[C:11]2[NH2:14])=[CH:6][CH:5]=1)[CH3:2].C(O)(C)(C)C.[Li].N. The catalyst is O1CCCC1.O.CO. The product is [CH2:1]([O:3][C:4]1[CH2:13][C:12]2[C:11]([NH2:14])=[CH:10][CH:9]=[CH:8][C:7]=2[CH2:6][CH:5]=1)[CH3:2]. The yield is 0.760. (3) The reactants are [Cl:1][C:2]1[CH:25]=[CH:24][C:5]([CH2:6][CH2:7][CH:8]2[CH2:13][CH2:12][N:11]([C:14]([O:16][N:17]3[C:21](=[O:22])[CH2:20][NH:19][C:18]3=[O:23])=[O:15])[CH2:10][CH2:9]2)=[CH:4][CH:3]=1.[CH2:26](Br)[C:27]1[CH:32]=[CH:31][CH:30]=[CH:29][CH:28]=1.C([O-])([O-])=O.[Cs+].[Cs+]. The catalyst is CC#N.[Cl-].[Na+].O. The product is [Cl:1][C:2]1[CH:25]=[CH:24][C:5]([CH2:6][CH2:7][CH:8]2[CH2:9][CH2:10][N:11]([C:14]([O:16][N:17]3[C:21](=[O:22])[CH2:20][N:19]([CH2:26][C:27]4[CH:32]=[CH:31][CH:30]=[CH:29][CH:28]=4)[C:18]3=[O:23])=[O:15])[CH2:12][CH2:13]2)=[CH:4][CH:3]=1. The yield is 0.740. (4) The product is [CH2:22]([C:18]1[CH:19]=[CH:20][CH:21]=[CH:16][C:17]=1[C:2]1[CH:11]=[CH:10][C:5]([C:6]([O:8][CH3:9])=[O:7])=[CH:4][C:3]=1[CH2:12][O:13][CH3:14])[CH3:23]. The catalyst is C1(C)C=CC=CC=1.O.C1C=CC([P]([Pd]([P](C2C=CC=CC=2)(C2C=CC=CC=2)C2C=CC=CC=2)([P](C2C=CC=CC=2)(C2C=CC=CC=2)C2C=CC=CC=2)[P](C2C=CC=CC=2)(C2C=CC=CC=2)C2C=CC=CC=2)(C2C=CC=CC=2)C2C=CC=CC=2)=CC=1. The yield is 0.830. The reactants are Br[C:2]1[CH:11]=[CH:10][C:5]([C:6]([O:8][CH3:9])=[O:7])=[CH:4][C:3]=1[CH2:12][O:13][CH3:14].F[C:16]1[C:17](C)=[C:18]([C:22]2C=CC(C(O)=O)=C[C:23]=2COC)[CH:19]=[CH:20][CH:21]=1.C(C1C=CC=CC=1B(O)O)C.C(=O)([O-])[O-].[K+].[K+]. (5) The reactants are [N+:1]([C:4]1[CH:11]=[CH:10][C:7]([CH:8]=[O:9])=[CH:6][CH:5]=1)([O-:3])=[O:2].[CH:12]([Mg]Br)=[CH2:13]. No catalyst specified. The product is [N+:1]([C:4]1[CH:5]=[CH:6][C:7]([CH:8]([OH:9])[CH:12]=[CH2:13])=[CH:10][CH:11]=1)([O-:3])=[O:2]. The yield is 0.950. (6) The reactants are Cl.[CH:2]1[C:15]2[NH:14][C:13]3[C:8](=[CH:9][CH:10]=[CH:11][CH:12]=3)[S:7][C:6]=2[CH:5]=[CH:4][C:3]=1[C:16]1[N:17]=[C:18]([CH2:21][NH2:22])[S:19][CH:20]=1.[CH3:23][C:24]([CH:27]=O)([CH3:26])[CH3:25].C(=O)CC. No catalyst specified. The product is [CH2:23]([NH:22][CH2:21][C:18]1[S:19][CH:20]=[C:16]([C:3]2[CH:4]=[CH:5][C:6]3[S:7][C:8]4[C:13](=[CH:12][CH:11]=[CH:10][CH:9]=4)[NH:14][C:15]=3[CH:2]=2)[N:17]=1)[C:24]([CH3:27])([CH3:26])[CH3:25]. The yield is 0.406.